Dataset: Reaction yield outcomes from USPTO patents with 853,638 reactions. Task: Predict the reaction yield, written as a fraction of the theoretical maximum amount of product (1.0 means a 100% yield; for example, 0.34 means a 34% yield). (1) The reactants are [NH2:1][C:2]1[C:3]([C:8]([O:10][CH3:11])=[O:9])=[N:4][CH:5]=[CH:6][N:7]=1.[Br:12]Br. The catalyst is C(O)(=O)C.O. The product is [NH2:1][C:2]1[C:3]([C:8]([O:10][CH3:11])=[O:9])=[N:4][C:5]([Br:12])=[CH:6][N:7]=1. The yield is 0.940. (2) The yield is 0.650. The product is [Cl:1][C:2]1[N:10]=[C:9]2[C:5]([N:6]=[C:7]([CH2:12][N:28]3[CH2:27][CH2:26][NH:25][C:24](=[O:29])[CH:23]3[CH:20]([CH3:22])[CH3:21])[N:8]2[CH3:11])=[C:4]([N:14]2[CH2:19][CH2:18][O:17][CH2:16][CH2:15]2)[N:3]=1. The reactants are [Cl:1][C:2]1[N:10]=[C:9]2[C:5]([N:6]=[C:7]([CH:12]=O)[N:8]2[CH3:11])=[C:4]([N:14]2[CH2:19][CH2:18][O:17][CH2:16][CH2:15]2)[N:3]=1.[CH:20]([CH:23]1[NH:28][CH2:27][CH2:26][NH:25][C:24]1=[O:29])([CH3:22])[CH3:21].C(O[BH-](OC(=O)C)OC(=O)C)(=O)C.[Na+]. The catalyst is ClCCCl. (3) The reactants are [CH2:1]([C:3]1[CH:8]=[CH:7][CH:6]=[C:5]([C:9]([C:11]2[CH:16]=[CH:15][CH:14]=[CH:13][CH:12]=2)=[CH2:10])[CH:4]=1)[CH3:2].Cl.N1C=CC=CC=1.CC[O:26]CC. No catalyst specified. The product is [CH2:1]([C:3]1[CH:8]=[CH:7][C:6]([OH:26])=[C:5]([C:9]([C:11]2[CH:16]=[CH:15][CH:14]=[CH:13][CH:12]=2)=[CH2:10])[CH:4]=1)[CH3:2]. The yield is 0.630. (4) The reactants are [Br:1][C:2]1[CH:3]=[C:4]([CH:8]=[CH:9][CH:10]=1)[C:5](Cl)=[O:6].[Br:11][C:12]1[CH:16]=[N:15][N:14]([CH3:17])[C:13]=1[C:18]1[CH:19]=[C:20]([CH:22]=[CH:23][C:24]=1[O:25][CH2:26][C:27]([CH3:32])([N+:29]([O-])=O)[CH3:28])[NH2:21].C(N(CC)C(C)C)(C)C. The catalyst is ClCCl. The product is [NH2:29][C:27]([CH3:32])([CH3:28])[CH2:26][O:25][C:24]1[CH:23]=[CH:22][C:20]([NH:21][C:5](=[O:6])[C:4]2[CH:8]=[CH:9][CH:10]=[C:2]([Br:1])[CH:3]=2)=[CH:19][C:18]=1[C:13]1[N:14]([CH3:17])[N:15]=[CH:16][C:12]=1[Br:11]. The yield is 0.910. (5) The reactants are Cl[C:2]1[N:7]=[C:6]([NH:8][C:9]2[CH:14]=[CH:13][CH:12]=[C:11]([C:15]#[N:16])[CH:10]=2)[C:5]([F:17])=[CH:4][N:3]=1.[NH2:18][C:19]1[CH:20]=[C:21]([OH:25])[CH:22]=[CH:23][CH:24]=1. No catalyst specified. The product is [C:15]([C:11]1[CH:10]=[C:9]([NH:8][C:6]2[C:5]([F:17])=[CH:4][N:3]=[C:2]([NH:18][C:19]3[CH:24]=[CH:23][CH:22]=[C:21]([OH:25])[CH:20]=3)[N:7]=2)[CH:14]=[CH:13][CH:12]=1)#[N:16]. The yield is 0.620.